Dataset: Forward reaction prediction with 1.9M reactions from USPTO patents (1976-2016). Task: Predict the product of the given reaction. (1) Given the reactants [CH3:1][NH:2][C:3]([C:5]1[CH:10]=[CH:9][C:8]([C:11]#[C:12][C:13]2[CH:14]=[CH:15][C:16]([O:22][C:23]([F:26])([F:25])[F:24])=[C:17]([CH:21]=2)[C:18](O)=[O:19])=[CH:7][CH:6]=1)=[O:4].[NH2:27][CH:28]([CH2:31][C:32]1[C:40]2[C:35](=[CH:36][CH:37]=[CH:38][C:39]=2[F:41])[NH:34][N:33]=1)[CH2:29][OH:30].CN(C(ON1N=NC2C=CC=NC1=2)=[N+](C)C)C.F[P-](F)(F)(F)(F)F.CN1CCOCC1, predict the reaction product. The product is: [OH:30][CH2:29][CH:28]([NH:27][C:18](=[O:19])[C:17]1[CH:21]=[C:13]([C:12]#[C:11][C:8]2[CH:9]=[CH:10][C:5]([C:3]([NH:2][CH3:1])=[O:4])=[CH:6][CH:7]=2)[CH:14]=[CH:15][C:16]=1[O:22][C:23]([F:24])([F:25])[F:26])[CH2:31][C:32]1[C:40]2[C:35](=[CH:36][CH:37]=[CH:38][C:39]=2[F:41])[NH:34][N:33]=1. (2) Given the reactants C(OC[N:10]1[C:14]2=[N:15][CH:16]=[CH:17][C:18]([O:19][C:20]3[CH:26]=[CH:25][C:23]([NH2:24])=[CH:22][CH:21]=3)=[C:13]2[CH:12]=[N:11]1)C1C=CC=CC=1, predict the reaction product. The product is: [NH:10]1[C:14]2=[N:15][CH:16]=[CH:17][C:18]([O:19][C:20]3[CH:26]=[CH:25][C:23]([NH2:24])=[CH:22][CH:21]=3)=[C:13]2[CH:12]=[N:11]1.